This data is from Forward reaction prediction with 1.9M reactions from USPTO patents (1976-2016). The task is: Predict the product of the given reaction. Given the reactants Br[C:2]1[CH:7]=[C:6]([N:8]2[CH2:12][CH2:11][C@:10]([CH:15]3[CH2:17][CH2:16]3)([C:13]#[N:14])[C:9]2=[O:18])[CH:5]=[CH:4][N:3]=1.[NH2:19][C:20]1[CH:25]=[C:24]([CH2:26][OH:27])[CH:23]=[CH:22][N:21]=1.C(=O)([O-])[O-].[K+].[K+].C1(P(C2CCCCC2)C2C(OC)=CC=C(OC)C=2C2C(C(C)C)=CC(C(C)C)=CC=2C(C)C)CCCCC1, predict the reaction product. The product is: [CH:15]1([C@:10]2([C:13]#[N:14])[CH2:11][CH2:12][N:8]([C:6]3[CH:5]=[CH:4][N:3]=[C:2]([NH:19][C:20]4[CH:25]=[C:24]([CH2:26][OH:27])[CH:23]=[CH:22][N:21]=4)[CH:7]=3)[C:9]2=[O:18])[CH2:17][CH2:16]1.